This data is from Reaction yield outcomes from USPTO patents with 853,638 reactions. The task is: Predict the reaction yield, written as a fraction of the theoretical maximum amount of product (1.0 means a 100% yield; for example, 0.34 means a 34% yield). (1) The reactants are [C:1]([C:5]1[CH:10]=[CH:9][C:8]([N:11]2[CH2:16][CH2:15][CH:14]([CH2:17][C:18]3[N:23]=[C:22]([C:24]([NH:26][CH2:27][C:28]([O:30]CC)=[O:29])=[O:25])[C:21]([OH:33])=[C:20]([CH3:34])[N:19]=3)[CH2:13][CH2:12]2)=[CH:7][CH:6]=1)([CH3:4])([CH3:3])[CH3:2]. The catalyst is CO.O1CCCC1.[OH-].[Na+]. The product is [C:1]([C:5]1[CH:10]=[CH:9][C:8]([N:11]2[CH2:16][CH2:15][CH:14]([CH2:17][C:18]3[N:23]=[C:22]([C:24]([NH:26][CH2:27][C:28]([OH:30])=[O:29])=[O:25])[C:21]([OH:33])=[C:20]([CH3:34])[N:19]=3)[CH2:13][CH2:12]2)=[CH:7][CH:6]=1)([CH3:4])([CH3:3])[CH3:2]. The yield is 0.680. (2) The yield is 0.700. The catalyst is CO. The product is [CH2:1]([N:4]1[C:5](=[O:6])[NH:7][N:8]=[C:9]1[CH2:10][O:11][C:12]([C:25]1[CH:30]=[CH:29][CH:28]=[CH:27][CH:26]=1)([C:19]1[CH:20]=[CH:21][CH:22]=[CH:23][CH:24]=1)[C:13]1[CH:18]=[CH:17][CH:16]=[CH:15][CH:14]=1)[CH2:2][CH3:3]. The reactants are [CH2:1]([NH:4][C:5]([NH:7][NH:8][C:9](=O)[CH2:10][O:11][C:12]([C:25]1[CH:30]=[CH:29][CH:28]=[CH:27][CH:26]=1)([C:19]1[CH:24]=[CH:23][CH:22]=[CH:21][CH:20]=1)[C:13]1[CH:18]=[CH:17][CH:16]=[CH:15][CH:14]=1)=[O:6])[CH2:2][CH3:3].[OH-].[K+]. (3) The reactants are [Cl:1][C:2]1[N:3]=[C:4]([N:13]2[CH2:18][CH2:17][O:16][CH2:15][CH2:14]2)[C:5]2[S:10][C:9]([CH:11]=O)=[CH:8][C:6]=2[N:7]=1.Cl.Cl.[NH:21]1[CH2:26][CH2:25][CH:24]([CH2:27][N:28]2[CH2:33][CH2:32][O:31][CH2:30][CH2:29]2)[CH2:23][CH2:22]1. No catalyst specified. The product is [Cl:1][C:2]1[N:3]=[C:4]([N:13]2[CH2:18][CH2:17][O:16][CH2:15][CH2:14]2)[C:5]2[S:10][C:9]([CH2:11][N:21]3[CH2:26][CH2:25][CH:24]([CH2:27][N:28]4[CH2:33][CH2:32][O:31][CH2:30][CH2:29]4)[CH2:23][CH2:22]3)=[CH:8][C:6]=2[N:7]=1. The yield is 0.430. (4) The yield is 0.770. No catalyst specified. The product is [F:1][C:2]([F:7])([F:6])[C:3]([OH:5])=[O:4].[F:8][C:9]([F:14])([F:13])[C:10]([OH:12])=[O:11].[Cl:22][C:23]1[CH:24]=[N:25][C:26]2[NH:27][C:28]3[CH:29]=[N:30][CH:31]=[C:32]([CH:53]=3)[CH2:33][CH2:34][C:35]3[CH:43]=[C:39]([NH:40][C:41]=1[N:42]=2)[CH:38]=[CH:37][C:36]=3[NH:44][C:45](=[O:52])[CH2:46][C@@H:47]1[CH2:51][CH2:50][N:49]([C:55]([NH:54][C:57]2[CH:64]=[CH:63][CH:62]=[C:59]([C:60]#[N:61])[CH:58]=2)=[O:56])[CH2:48]1. The reactants are [F:1][C:2]([F:7])([F:6])[C:3]([OH:5])=[O:4].[F:8][C:9]([F:14])([F:13])[C:10]([OH:12])=[O:11].FC(F)(F)C(O)=O.[Cl:22][C:23]1[CH:24]=[N:25][C:26]2[NH:27][C:28]3[CH:29]=[N:30][CH:31]=[C:32]([CH:53]=3)[CH2:33][CH2:34][C:35]3[CH:43]=[C:39]([NH:40][C:41]=1[N:42]=2)[CH:38]=[CH:37][C:36]=3[NH:44][C:45](=[O:52])[CH2:46][C@@H:47]1[CH2:51][CH2:50][NH:49][CH2:48]1.[N:54]([C:57]1[CH:58]=[C:59]([CH:62]=[CH:63][CH:64]=1)[C:60]#[N:61])=[C:55]=[O:56]. (5) The reactants are C(OC([N:11]1[CH2:15][CH:14]([O:16][C:17](=[O:22])[C:18]([CH3:21])([CH3:20])[CH3:19])[CH2:13][N:12]1[C:23](=[O:32])[CH2:24][C:25]1[CH:30]=[CH:29][C:28]([F:31])=[CH:27][CH:26]=1)=O)C1C=CC=CC=1. The catalyst is CO. The product is [F:31][C:28]1[CH:29]=[CH:30][C:25]([CH2:24][C:23]([N:12]2[CH2:13][CH:14]([O:16][C:17](=[O:22])[C:18]([CH3:20])([CH3:19])[CH3:21])[CH2:15][NH:11]2)=[O:32])=[CH:26][CH:27]=1. The yield is 0.980. (6) The reactants are [F:1][C:2]1[CH:7]=[CH:6][C:5]([CH2:8][C:9](=O)[CH3:10])=[C:4]([N+:12]([O-])=O)[CH:3]=1.[Sn](Cl)Cl.C1(P(C2C=CC=CC=2)C2C=CC=CC=2)C=CC=CC=1.[C]=O. The catalyst is [Pd].O1CCOCC1. The product is [F:1][C:2]1[CH:3]=[C:4]2[C:5]([CH:8]=[C:9]([CH3:10])[NH:12]2)=[CH:6][CH:7]=1. The yield is 0.100. (7) The yield is 0.700. The reactants are [CH3:1][O:2][C:3]1[CH:8]=[CH:7][C:6]([CH2:9][N:10]2[C:15](=[O:16])[CH:14]=[C:13]([CH2:17][CH2:18][C:19](OCCCC)=[O:20])[C:12](=[O:26])[NH:11]2)=[CH:5][CH:4]=1.[H-].[Al+3].[Li+].[H-].[H-].[H-].C1COCC1.Cl. The catalyst is O1CCOCC1. The product is [OH:20][CH2:19][CH2:18][CH2:17][C:13]1[C:12](=[O:26])[NH:11][N:10]([CH2:9][C:6]2[CH:5]=[CH:4][C:3]([O:2][CH3:1])=[CH:8][CH:7]=2)[C:15](=[O:16])[CH:14]=1.